From a dataset of Forward reaction prediction with 1.9M reactions from USPTO patents (1976-2016). Predict the product of the given reaction. (1) Given the reactants [CH2:1]([Li])CCC.[CH3:6][C:7]1([O:14][CH:15]2[CH2:20][CH2:19][CH2:18][CH2:17][O:16]2)[CH2:12][CH2:11][C:10](=O)[CH2:9][CH2:8]1.CC(C)=O, predict the reaction product. The product is: [CH3:6][C:7]1([O:14][CH:15]2[CH2:20][CH2:19][CH2:18][CH2:17][O:16]2)[CH2:12][CH2:11][C:10](=[CH2:1])[CH2:9][CH2:8]1. (2) Given the reactants [C:1]([O:5][C:6](=[O:23])[NH:7][C:8]1[CH:13]=[C:12]([N:14]2[CH2:18][CH2:17][CH2:16][CH2:15]2)[C:11]([F:19])=[CH:10][C:9]=1[N+:20]([O-])=O)([CH3:4])([CH3:3])[CH3:2], predict the reaction product. The product is: [C:1]([O:5][C:6](=[O:23])[NH:7][C:8]1[CH:13]=[C:12]([N:14]2[CH2:18][CH2:17][CH2:16][CH2:15]2)[C:11]([F:19])=[CH:10][C:9]=1[NH2:20])([CH3:4])([CH3:2])[CH3:3]. (3) Given the reactants [F:1][C:2]1[CH:3]=[C:4]([CH2:8][C@H:9]([N:22]2[CH2:30][C:29]3[C:24](=[CH:25][CH:26]=[C:27]([C:31]4[N:35]([CH3:36])[N:34]=[CH:33][CH:32]=4)[CH:28]=3)[C:23]2=[O:37])[CH2:10][N:11]2[C:19](=[O:20])[C:18]3[C:13](=[CH:14][CH:15]=[CH:16][CH:17]=3)[C:12]2=[O:21])[CH:5]=[CH:6][CH:7]=1.[Br:38]N1C(=O)CCC1=O, predict the reaction product. The product is: [Br:38][C:32]1[CH:33]=[N:34][N:35]([CH3:36])[C:31]=1[C:27]1[CH:28]=[C:29]2[C:24](=[CH:25][CH:26]=1)[C:23](=[O:37])[N:22]([C@@H:9]([CH2:8][C:4]1[CH:5]=[CH:6][CH:7]=[C:2]([F:1])[CH:3]=1)[CH2:10][N:11]1[C:19](=[O:20])[C:18]3[C:13](=[CH:14][CH:15]=[CH:16][CH:17]=3)[C:12]1=[O:21])[CH2:30]2.